Dataset: Catalyst prediction with 721,799 reactions and 888 catalyst types from USPTO. Task: Predict which catalyst facilitates the given reaction. (1) Product: [CH:1]1([N:4]([CH2:12][C:13]2[CH:18]=[C:17]([CH2:19][CH2:20][O:21][CH3:27])[CH:16]=[C:15]([Cl:22])[C:14]=2[Cl:23])[C:5](=[O:11])[O:6][C:7]([CH3:9])([CH3:10])[CH3:8])[CH2:3][CH2:2]1. Reactant: [CH:1]1([N:4]([CH2:12][C:13]2[CH:18]=[C:17]([CH2:19][CH2:20][OH:21])[CH:16]=[C:15]([Cl:22])[C:14]=2[Cl:23])[C:5](=[O:11])[O:6][C:7]([CH3:10])([CH3:9])[CH3:8])[CH2:3][CH2:2]1.[H-].[Na+].I[CH3:27]. The catalyst class is: 1. (2) Reactant: [Cl:1][C:2]1[CH:3]=[C:4]([C:9]2([C:29]([F:32])([F:31])[F:30])[O:13][N:12]=[C:11]([C:14]3[CH:27]=[CH:26][C:17]([C:18]([NH:20][N:21]4[CH:25]=[CH:24][CH:23]=[N:22]4)=[O:19])=[C:16]([CH3:28])[CH:15]=3)[CH2:10]2)[CH:5]=[C:6]([Cl:8])[CH:7]=1.[H-].[Na+].[H][H].[C:37](Cl)(=[O:39])[CH3:38]. Product: [C:37]([N:20]([N:21]1[CH:25]=[CH:24][CH:23]=[N:22]1)[C:18](=[O:19])[C:17]1[CH:26]=[CH:27][C:14]([C:11]2[CH2:10][C:9]([C:4]3[CH:3]=[C:2]([Cl:1])[CH:7]=[C:6]([Cl:8])[CH:5]=3)([C:29]([F:30])([F:32])[F:31])[O:13][N:12]=2)=[CH:15][C:16]=1[CH3:28])(=[O:39])[CH3:38]. The catalyst class is: 7. (3) Reactant: C([O:8][C:9]1[C:18]2[C:13](=[CH:14][C:15]([NH:19][CH2:20][C:21]3[CH:26]=[CH:25][C:24]([O:27][CH3:28])=[CH:23][CH:22]=3)=[CH:16][CH:17]=2)[CH:12]=[N:11][C:10]=1[C:29]([O:31][CH3:32])=[O:30])C1C=CC=CC=1. Product: [OH:8][C:9]1[C:18]2[C:13](=[CH:14][C:15]([NH:19][CH2:20][C:21]3[CH:22]=[CH:23][C:24]([O:27][CH3:28])=[CH:25][CH:26]=3)=[CH:16][CH:17]=2)[CH:12]=[N:11][C:10]=1[C:29]([O:31][CH3:32])=[O:30]. The catalyst class is: 591. (4) Reactant: Br[C:2]1[C:3]([F:11])=[CH:4][C:5]([F:10])=[C:6]([CH:9]=1)[CH2:7][NH2:8].[N:12]1[CH:17]=[CH:16][C:15](B(O)O)=[CH:14][CH:13]=1.C(=O)(O)[O-].[Na+]. Product: [F:10][C:5]1[CH:4]=[C:3]([F:11])[C:2]([C:15]2[CH:16]=[CH:17][N:12]=[CH:13][CH:14]=2)=[CH:9][C:6]=1[CH2:7][NH2:8]. The catalyst class is: 252.